This data is from Peptide-MHC class I binding affinity with 185,985 pairs from IEDB/IMGT. The task is: Regression. Given a peptide amino acid sequence and an MHC pseudo amino acid sequence, predict their binding affinity value. This is MHC class I binding data. (1) The peptide sequence is PLFNNFYKR. The binding affinity (normalized) is 0.340. The MHC is HLA-A33:01 with pseudo-sequence HLA-A33:01. (2) The peptide sequence is IICEDAMYY. The MHC is HLA-A11:01 with pseudo-sequence HLA-A11:01. The binding affinity (normalized) is 0.512. (3) The binding affinity (normalized) is 0.0847. The MHC is HLA-A01:01 with pseudo-sequence HLA-A01:01. The peptide sequence is RVRQAWDTL. (4) The peptide sequence is VELGSGNSF. The MHC is HLA-A30:01 with pseudo-sequence HLA-A30:01. The binding affinity (normalized) is 0.0847. (5) The MHC is HLA-A31:01 with pseudo-sequence HLA-A31:01. The binding affinity (normalized) is 0.376. The peptide sequence is GQFNRYAAM. (6) The peptide sequence is RPVLFRYTR. The MHC is HLA-A03:01 with pseudo-sequence HLA-A03:01. The binding affinity (normalized) is 0.0847. (7) The peptide sequence is IRNLKNAGLI. The MHC is Mamu-B17 with pseudo-sequence Mamu-B17. The binding affinity (normalized) is 0.0831.